Dataset: hERG potassium channel inhibition data for cardiac toxicity prediction from Karim et al.. Task: Regression/Classification. Given a drug SMILES string, predict its toxicity properties. Task type varies by dataset: regression for continuous values (e.g., LD50, hERG inhibition percentage) or binary classification for toxic/non-toxic outcomes (e.g., AMES mutagenicity, cardiotoxicity, hepatotoxicity). Dataset: herg_karim. The molecule is CC(C)S(=O)(=O)N[C@H]1CN(C)C[C@@H]1c1ccc(-c2ccc(C#N)cc2)cc1. The result is 1 (blocker).